Dataset: Full USPTO retrosynthesis dataset with 1.9M reactions from patents (1976-2016). Task: Predict the reactants needed to synthesize the given product. (1) Given the product [F:1][C:2]1[CH:3]=[CH:4][C:5]([CH2:8][CH2:9][N:10]([CH3:11])[S:29]([C:28]2[C:24]3[CH2:23][CH2:22][CH2:21][C:20](=[O:19])[C:25]=3[S:26][CH:27]=2)(=[O:30])=[O:31])=[CH:6][CH:7]=1, predict the reactants needed to synthesize it. The reactants are: [F:1][C:2]1[CH:7]=[CH:6][C:5]([CH2:8][CH2:9][NH:10][CH3:11])=[CH:4][CH:3]=1.C(N(CC)CC)C.[O:19]=[C:20]1[C:25]2[S:26][CH:27]=[C:28]([S:29](Cl)(=[O:31])=[O:30])[C:24]=2[CH2:23][CH2:22][CH2:21]1. (2) Given the product [Cl:25][C:4]1[CH:3]=[C:2]([C:31]2[CH:32]=[CH:33][C:28]([O:27][CH3:26])=[CH:29][CH:30]=2)[CH:24]=[CH:23][C:5]=1[O:6][CH2:7][CH2:8][N:9]1[C:13]([O:14][CH2:15][CH3:16])=[CH:12][C:11]([C:17]2[CH:22]=[CH:21][CH:20]=[CH:19][CH:18]=2)=[N:10]1, predict the reactants needed to synthesize it. The reactants are: Br[C:2]1[CH:24]=[CH:23][C:5]([O:6][CH2:7][CH2:8][N:9]2[C:13]([O:14][CH2:15][CH3:16])=[CH:12][C:11]([C:17]3[CH:22]=[CH:21][CH:20]=[CH:19][CH:18]=3)=[N:10]2)=[C:4]([Cl:25])[CH:3]=1.[CH3:26][O:27][C:28]1[CH:33]=[CH:32][C:31](B(O)O)=[CH:30][CH:29]=1.C(=O)(O)[O-].[Na+].